Dataset: Reaction yield outcomes from USPTO patents with 853,638 reactions. Task: Predict the reaction yield, written as a fraction of the theoretical maximum amount of product (1.0 means a 100% yield; for example, 0.34 means a 34% yield). (1) The yield is 0.610. The product is [CH3:1][C:2]1[NH:3][C:4]([NH:7][CH:9]([CH3:8])[CH2:10][CH3:11])=[N:5][N:6]=1. The catalyst is C(O)(=O)C. The reactants are [CH3:1][C:2]1[NH:3][C:4]([NH2:7])=[N:5][N:6]=1.[CH3:8][C:9](=O)[CH2:10][CH3:11].C([BH3-])#N.[Na+].O. (2) The reactants are C(OC(=O)[NH:10][C@@H:11]([CH3:35])[CH2:12][N:13]1[C:21]2[C:16](=[CH:17][CH:18]=[C:19]3[O:24][C:23]([CH2:25][NH:26][C:27]([C:29]4[CH:30]=[N:31][CH:32]=[CH:33][CH:34]=4)=[O:28])=[CH:22][C:20]3=2)[CH:15]=[N:14]1)C1C=CC=CC=1. The catalyst is CO.[Pd]. The product is [NH2:10][C@@H:11]([CH3:35])[CH2:12][N:13]1[C:21]2[C:16](=[CH:17][CH:18]=[C:19]3[O:24][C:23]([CH2:25][NH:26][C:27](=[O:28])[C:29]4[CH:34]=[CH:33][CH:32]=[N:31][CH:30]=4)=[CH:22][C:20]3=2)[CH:15]=[N:14]1. The yield is 0.870. (3) The reactants are [CH3:1][O:2][C:3]1[CH:8]=[CH:7][C:6]([CH2:9][CH:10]([NH:12][CH2:13][C:14]2[CH:19]=[CH:18][CH:17]=[CH:16][CH:15]=2)[CH3:11])=[CH:5][CH:4]=1.C(O)(=O)[C@H](C1C=CC=CC=1)O. No catalyst specified. The product is [CH3:1][O:2][C:3]1[CH:4]=[CH:5][C:6]([CH2:9][C@H:10]([NH:12][CH2:13][C:14]2[CH:19]=[CH:18][CH:17]=[CH:16][CH:15]=2)[CH3:11])=[CH:7][CH:8]=1. The yield is 0.350. (4) The reactants are [H-].[Na+].[C:3]1([CH2:9][NH:10][C:11]([CH:13]([C:19]([O:21]CC)=O)[C:14]([O:16]CC)=O)=[O:12])[CH:8]=[CH:7][CH:6]=[CH:5][CH:4]=1.[CH:24]1([N:30]=[C:31]=[O:32])[CH2:29][CH2:28][CH2:27][CH2:26][CH2:25]1.[NH2:33][CH2:34][C:35]([OH:37])=[O:36].Cl. The catalyst is O1CCOCC1.C1CCN2C(=NCCC2)CC1. The product is [CH:24]1([N:30]2[C:19]([OH:21])=[C:13]([C:14]([NH:33][CH2:34][C:35]([OH:37])=[O:36])=[O:16])[C:11](=[O:12])[N:10]([CH2:9][C:3]3[CH:4]=[CH:5][CH:6]=[CH:7][CH:8]=3)[C:31]2=[O:32])[CH2:29][CH2:28][CH2:27][CH2:26][CH2:25]1. The yield is 0.0700. (5) The reactants are [C:1]([O:5][C:6]([N:8]1[CH2:12][CH2:11][CH2:10][CH:9]1[C:13]1[N:14]([CH2:20][O:21][CH2:22][CH2:23][Si:24]([CH3:27])([CH3:26])[CH3:25])[C:15]([CH:18]=O)=[CH:16][N:17]=1)=[O:7])([CH3:4])([CH3:3])[CH3:2].[CH3:28]C(C)C(=O)C(P(=O)([O-])[O-])=[N+]=[N-].C(=O)([O-])[O-].[K+].[K+].O. The catalyst is CO.C1COCC1. The product is [C:1]([O:5][C:6]([N:8]1[CH2:12][CH2:11][CH2:10][CH:9]1[C:13]1[N:14]([CH2:20][O:21][CH2:22][CH2:23][Si:24]([CH3:27])([CH3:26])[CH3:25])[C:15]([C:18]#[CH:28])=[CH:16][N:17]=1)=[O:7])([CH3:3])([CH3:2])[CH3:4]. The yield is 0.770. (6) The reactants are [C:1]([O:5][C:6](=[O:23])[NH:7][N:8]1[CH2:12][C@H:11]([CH2:13][O:14]CC2C=CC=CC=2)[O:10][C:9]1=[O:22])([CH3:4])([CH3:3])[CH3:2].C([O-])=O.[NH4+]. The catalyst is C(O)C.[Pd]. The product is [OH:14][CH2:13][C@@H:11]1[O:10][C:9](=[O:22])[N:8]([NH:7][C:6](=[O:23])[O:5][C:1]([CH3:3])([CH3:2])[CH3:4])[CH2:12]1. The yield is 0.620. (7) The product is [C:22]([C:15]1([NH:14][C:12](=[O:13])[CH:11]([NH:10][C:2]2[N:7]=[C:6]([C:8]#[N:9])[CH:5]=[CH:4][N:3]=2)[CH2:24][CH:25]2[CH2:26][CH2:27][CH2:28][CH2:29][CH2:30]2)[CH2:16][CH2:17][N:18]([CH3:21])[CH2:19][CH2:20]1)#[N:23]. The reactants are Cl[C:2]1[N:7]=[C:6]([C:8]#[N:9])[CH:5]=[CH:4][N:3]=1.[NH2:10][CH:11]([CH2:24][CH:25]1[CH2:30][CH2:29][CH2:28][CH2:27][CH2:26]1)[C:12]([NH:14][C:15]1([C:22]#[N:23])[CH2:20][CH2:19][N:18]([CH3:21])[CH2:17][CH2:16]1)=[O:13].C(N(CC)C(C)C)(C)C. The catalyst is C(#N)C. The yield is 0.520. (8) The reactants are Br[C:2]1[N:7]=[C:6]([O:8][CH3:9])[C:5]([NH2:10])=[CH:4][CH:3]=1.[CH3:11][N:12]1[CH:16]=[CH:15][N:14]=[C:13]1[CH3:17].C(O)(=O)C(C)(C)C.F[B-](F)(F)F.C1(P(C2CCCCC2)C2CCCCC2)CCCCC1.C(=O)([O-])[O-].[K+].[K+]. The yield is 0.350. The catalyst is CC(N(C)C)=O.CCOC(C)=O.C([O-])(=O)C.[Pd+2].C([O-])(=O)C. The product is [CH3:11][N:12]1[C:16]([C:2]2[N:7]=[C:6]([O:8][CH3:9])[C:5]([NH2:10])=[CH:4][CH:3]=2)=[CH:15][N:14]=[C:13]1[CH3:17]. (9) The reactants are [C:1]1([C:7]2[CH:8]=[CH:9][CH:10]=[C:11]([C:14]([O:16]C)=[O:15])[N+:12]=2[O-:13])[CH:6]=[CH:5][CH:4]=[CH:3][CH:2]=1.[OH-].[Na+]. The catalyst is CO. The product is [C:1]1([C:7]2[CH:8]=[CH:9][CH:10]=[C:11]([C:14]([OH:16])=[O:15])[N+:12]=2[O-:13])[CH:2]=[CH:3][CH:4]=[CH:5][CH:6]=1. The yield is 0.900.